From a dataset of Forward reaction prediction with 1.9M reactions from USPTO patents (1976-2016). Predict the product of the given reaction. Given the reactants C(OC([N:8]1[CH2:14][C@H:13]([CH2:15][O:16][C:17]2[CH:25]=[CH:24][CH:23]=[CH:22][C:18]=2[C:19]([OH:21])=[O:20])[C@H:12]([C:26]2[CH:31]=[CH:30][C:29]([Cl:32])=[C:28]([Cl:33])[CH:27]=2)[O:11][CH2:10][CH2:9]1)=O)(C)(C)C.C(OCC)(=O)C.Cl, predict the reaction product. The product is: [ClH:32].[Cl:33][C:28]1[CH:27]=[C:26]([C@@H:12]2[O:11][CH2:10][CH2:9][NH:8][CH2:14][C@@H:13]2[CH2:15][O:16][C:17]2[CH:25]=[CH:24][CH:23]=[CH:22][C:18]=2[C:19]([OH:21])=[O:20])[CH:31]=[CH:30][C:29]=1[Cl:32].